From a dataset of HIV replication inhibition screening data with 41,000+ compounds from the AIDS Antiviral Screen. Binary Classification. Given a drug SMILES string, predict its activity (active/inactive) in a high-throughput screening assay against a specified biological target. (1) The drug is O=C(CSSCC(=O)OCCS(=O)(=O)Nc1ccc(Br)cc1)OCCS(=O)(=O)Nc1ccc(Br)cc1. The result is 0 (inactive). (2) The compound is CCC12C=CCN3CCC4(c5cc(C(c6ccccn6)c6cc7ccccc7n6C)c(OC)cc5N(C)C4C(O)(C(=O)OC)C1OC(C)=O)C32. The result is 0 (inactive).